Task: Regression. Given two drug SMILES strings and cell line genomic features, predict the synergy score measuring deviation from expected non-interaction effect.. Dataset: NCI-60 drug combinations with 297,098 pairs across 59 cell lines (1) Drug 1: CC1=C(C=C(C=C1)C(=O)NC2=CC(=CC(=C2)C(F)(F)F)N3C=C(N=C3)C)NC4=NC=CC(=N4)C5=CN=CC=C5. Drug 2: C1C(C(OC1N2C=NC3=C2NC=NCC3O)CO)O. Cell line: MALME-3M. Synergy scores: CSS=0.0460, Synergy_ZIP=0.723, Synergy_Bliss=2.04, Synergy_Loewe=-1.10, Synergy_HSA=-0.275. (2) Drug 1: C#CCC(CC1=CN=C2C(=N1)C(=NC(=N2)N)N)C3=CC=C(C=C3)C(=O)NC(CCC(=O)O)C(=O)O. Drug 2: C(CCl)NC(=O)N(CCCl)N=O. Cell line: SW-620. Synergy scores: CSS=6.04, Synergy_ZIP=-4.16, Synergy_Bliss=-0.163, Synergy_Loewe=-0.00487, Synergy_HSA=0.198. (3) Drug 1: C1CCN(CC1)CCOC2=CC=C(C=C2)C(=O)C3=C(SC4=C3C=CC(=C4)O)C5=CC=C(C=C5)O. Drug 2: CCCS(=O)(=O)NC1=C(C(=C(C=C1)F)C(=O)C2=CNC3=C2C=C(C=N3)C4=CC=C(C=C4)Cl)F. Cell line: NCI-H460. Synergy scores: CSS=12.8, Synergy_ZIP=-2.71, Synergy_Bliss=-1.46, Synergy_Loewe=-8.33, Synergy_HSA=-4.86. (4) Drug 1: C1=NNC2=C1C(=O)NC=N2. Drug 2: CCC1(C2=C(COC1=O)C(=O)N3CC4=CC5=C(C=CC(=C5CN(C)C)O)N=C4C3=C2)O.Cl. Cell line: PC-3. Synergy scores: CSS=15.2, Synergy_ZIP=-2.48, Synergy_Bliss=-1.77, Synergy_Loewe=-12.6, Synergy_HSA=-1.21. (5) Drug 1: CC1=C(C=C(C=C1)C(=O)NC2=CC(=CC(=C2)C(F)(F)F)N3C=C(N=C3)C)NC4=NC=CC(=N4)C5=CN=CC=C5. Drug 2: CC1CCC2CC(C(=CC=CC=CC(CC(C(=O)C(C(C(=CC(C(=O)CC(OC(=O)C3CCCCN3C(=O)C(=O)C1(O2)O)C(C)CC4CCC(C(C4)OC)O)C)C)O)OC)C)C)C)OC. Cell line: UO-31. Synergy scores: CSS=6.55, Synergy_ZIP=1.72, Synergy_Bliss=6.93, Synergy_Loewe=-17.1, Synergy_HSA=-0.414. (6) Drug 1: C1CN(P(=O)(OC1)NCCCl)CCCl. Drug 2: COCCOC1=C(C=C2C(=C1)C(=NC=N2)NC3=CC=CC(=C3)C#C)OCCOC.Cl. Cell line: TK-10. Synergy scores: CSS=27.0, Synergy_ZIP=5.45, Synergy_Bliss=4.21, Synergy_Loewe=-12.9, Synergy_HSA=4.73. (7) Synergy scores: CSS=1.46, Synergy_ZIP=0.410, Synergy_Bliss=1.39, Synergy_Loewe=1.51, Synergy_HSA=1.08. Drug 1: C1=CC(=CC=C1C#N)C(C2=CC=C(C=C2)C#N)N3C=NC=N3. Cell line: RXF 393. Drug 2: CC(C)(C#N)C1=CC(=CC(=C1)CN2C=NC=N2)C(C)(C)C#N. (8) Drug 1: COC1=NC(=NC2=C1N=CN2C3C(C(C(O3)CO)O)O)N. Drug 2: C1=CC=C(C(=C1)C(C2=CC=C(C=C2)Cl)C(Cl)Cl)Cl. Cell line: RPMI-8226. Synergy scores: CSS=58.3, Synergy_ZIP=1.80, Synergy_Bliss=1.37, Synergy_Loewe=-13.1, Synergy_HSA=1.11. (9) Drug 1: C1=C(C(=O)NC(=O)N1)F. Drug 2: CCC1(C2=C(COC1=O)C(=O)N3CC4=CC5=C(C=CC(=C5CN(C)C)O)N=C4C3=C2)O.Cl. Cell line: LOX IMVI. Synergy scores: CSS=36.8, Synergy_ZIP=-6.11, Synergy_Bliss=-4.57, Synergy_Loewe=-1.32, Synergy_HSA=0.0948.